This data is from Forward reaction prediction with 1.9M reactions from USPTO patents (1976-2016). The task is: Predict the product of the given reaction. (1) Given the reactants [H-].[Na+].[CH:3]1([CH:8]([C:29]2[CH:34]=[CH:33][C:32]([CH:35]=O)=[CH:31][CH:30]=2)[C:9]([NH:11][C:12]2[CH:13]=[C:14]([CH:26]=[CH:27][CH:28]=2)[CH2:15][C:16]2([C:19]([O:21][C:22]([CH3:25])([CH3:24])[CH3:23])=[O:20])[CH2:18][CH2:17]2)=[O:10])[CH2:7][CH2:6][CH2:5][CH2:4]1.[CH2:37]1COCC1, predict the reaction product. The product is: [CH:3]1([CH:8]([C:29]2[CH:34]=[CH:33][C:32]([CH:35]=[CH2:37])=[CH:31][CH:30]=2)[C:9]([NH:11][C:12]2[CH:13]=[C:14]([CH:26]=[CH:27][CH:28]=2)[CH2:15][C:16]2([C:19]([O:21][C:22]([CH3:25])([CH3:23])[CH3:24])=[O:20])[CH2:18][CH2:17]2)=[O:10])[CH2:7][CH2:6][CH2:5][CH2:4]1. (2) Given the reactants O[CH:2]1[CH2:7][CH2:6][N:5]([C:8]([O:10][CH2:11][CH2:12][Si:13]([CH3:16])([CH3:15])[CH3:14])=[O:9])[CH2:4][CH2:3]1.C1(P(C2C=CC=CC=2)C2C=CC=CC=2)C=CC=CC=1.N1C=CN=C1.[I:41]I.S([O-])([O-])(=O)=S.[Na+].[Na+], predict the reaction product. The product is: [I:41][CH:2]1[CH2:7][CH2:6][N:5]([C:8]([O:10][CH2:11][CH2:12][Si:13]([CH3:16])([CH3:15])[CH3:14])=[O:9])[CH2:4][CH2:3]1. (3) Given the reactants C1(CNC(C2NC=C(C([C:15]3[C:16]([C:21]4[CH:26]=CC(F)=CC=4)=[N:17][O:18][C:19]=3C)=O)C=2)=O)CC1.[F:28][C:29]1[CH:30]=[C:31]([C:36]2[C:40]([C:41]([C:43]3[CH:44]=[C:45]([C:48](=[O:53])C(Cl)(Cl)Cl)[NH:46][CH:47]=3)=[O:42])=[C:39]([CH3:54])[O:38][N:37]=2)[CH:32]=[CH:33][C:34]=1[F:35], predict the reaction product. The product is: [O:18]1[CH2:26][CH2:21][CH:16]([NH:17][C:48]([C:45]2[NH:46][CH:47]=[C:43]([C:41]([C:40]3[C:36]([C:31]4[CH:32]=[CH:33][C:34]([F:35])=[C:29]([F:28])[CH:30]=4)=[N:37][O:38][C:39]=3[CH3:54])=[O:42])[CH:44]=2)=[O:53])[CH2:15][CH2:19]1. (4) Given the reactants Cl[C:2]1[CH:12]=[C:6]2[N:7]([CH3:11])[CH2:8][CH2:9][CH2:10][N:5]2[C:4](=[O:13])[N:3]=1.[F:14][C:15]1[CH:20]=[CH:19][C:18]([CH2:21][OH:22])=[CH:17][CH:16]=1, predict the reaction product. The product is: [F:14][C:15]1[CH:20]=[CH:19][C:18]([CH2:21][O:22][C:2]2[CH:12]=[C:6]3[N:7]([CH3:11])[CH2:8][CH2:9][CH2:10][N:5]3[C:4](=[O:13])[N:3]=2)=[CH:17][CH:16]=1. (5) Given the reactants [CH3:1][O:2][C:3]1[CH:21]=[CH:20][CH:19]=[CH:18][C:4]=1[CH2:5][NH:6][CH2:7][CH2:8][C:9]1[CH:10]=[C:11]([CH2:15][CH2:16][OH:17])[CH:12]=[CH:13][CH:14]=1.[C:22](O[C:22]([O:24][C:25]([CH3:28])([CH3:27])[CH3:26])=[O:23])([O:24][C:25]([CH3:28])([CH3:27])[CH3:26])=[O:23], predict the reaction product. The product is: [C:25]([O:24][C:22](=[O:23])[N:6]([CH2:7][CH2:8][C:9]1[CH:14]=[CH:13][CH:12]=[C:11]([CH2:15][CH2:16][OH:17])[CH:10]=1)[CH2:5][C:4]1[CH:18]=[CH:19][CH:20]=[CH:21][C:3]=1[O:2][CH3:1])([CH3:28])([CH3:27])[CH3:26].